Binary Classification. Given a drug SMILES string, predict its activity (active/inactive) in a high-throughput screening assay against a specified biological target. From a dataset of HIV replication inhibition screening data with 41,000+ compounds from the AIDS Antiviral Screen. (1) The molecule is O=C(O)c1ccc(NC(=O)c2ccccc2[Se][Se]c2ccccc2C(=O)Nc2ccc(C(=O)O)cc2)cc1. The result is 1 (active). (2) The compound is COC(=O)CC1c2ccccc2N2C(=O)Cc3c([nH]c4ccccc34)C12. The result is 0 (inactive). (3) The compound is C=CCCCN(C(=O)c1ccccc1)c1ccc(C(=O)OC)o1. The result is 0 (inactive). (4) The molecule is CC(=O)OC1C(=O)C(O)C(C)OC1OC1CC2(C)C3CC=C4C(CC(O)C(=O)C4(C)C)C3(C)C(=O)CC2(C)C1C(C)(O)C(=O)C=CC(C)(C)O. The result is 0 (inactive). (5) The compound is O=C(O)CCN1c2ccccc2Sc2ccccc21. The result is 0 (inactive). (6) The molecule is CCCCCCC(=O)c1c(O)c2ccccc2oc1=O. The result is 0 (inactive). (7) The drug is CCOC(=O)c1cc(NC(=O)c2ccccc2)c(=O)n2c(cc3c(Cl)cccc32)c1O. The result is 0 (inactive). (8) The compound is Cc1ccc(N(C)S(=O)(=O)c2ccccc2[N+](=O)[O-])cc1. The result is 1 (active). (9) The compound is CNC(=O)N1CN(c2ccccc2)C2(CCN(CCCC(=O)c3ccc(F)cc3)CC2)C1=O.Cl. The result is 0 (inactive). (10) The molecule is COc1ccc2c(=O)c(C)c(C=Cc3ccco3)oc2c1. The result is 0 (inactive).